This data is from Reaction yield outcomes from USPTO patents with 853,638 reactions. The task is: Predict the reaction yield, written as a fraction of the theoretical maximum amount of product (1.0 means a 100% yield; for example, 0.34 means a 34% yield). (1) The reactants are [N+:1]([C:4]1[CH:9]=[CH:8][C:7]([NH:10][C:11]([NH2:13])=[S:12])=[CH:6][CH:5]=1)([O-:3])=[O:2].[CH2:14](OC(OCC)CBr)[CH3:15]. The catalyst is C(O)(=O)C. The product is [N+:1]([C:4]1[CH:9]=[CH:8][C:7]([NH:10][C:11]2[S:12][CH:14]=[CH:15][N:13]=2)=[CH:6][CH:5]=1)([O-:3])=[O:2]. The yield is 0.490. (2) The reactants are [Cl:1][C:2]1[C:14]([O:15][C:16]2[N:20]([CH3:21])[N:19]=[C:18]([CH3:22])[C:17]=2[CH3:23])=[CH:13][C:5]([O:6][C@@H:7]([CH3:12])[C:8]([O:10][CH3:11])=[O:9])=[C:4]([CH:24]=O)[CH:3]=1.Cl.[NH2:27][OH:28].C([O-])(=O)C.[Na+]. The catalyst is CO. The product is [Cl:1][C:2]1[C:14]([O:15][C:16]2[N:20]([CH3:21])[N:19]=[C:18]([CH3:22])[C:17]=2[CH3:23])=[CH:13][C:5]([O:6][C@@H:7]([CH3:12])[C:8]([O:10][CH3:11])=[O:9])=[C:4](/[CH:24]=[N:27]/[OH:28])[CH:3]=1. The yield is 0.820. (3) The reactants are Cl.[NH:2]1[CH2:6][CH2:5][C:4](=[O:7])[CH2:3]1.C(OCC)(=O)C.[CH2:14](Cl)[C:15]1[CH:20]=[CH:19][CH:18]=[CH:17][CH:16]=1. The catalyst is ClCCCl.C(Cl)Cl.O. The product is [CH2:14]([N:2]1[CH2:6][CH2:5][C:4](=[O:7])[CH2:3]1)[C:15]1[CH:20]=[CH:19][CH:18]=[CH:17][CH:16]=1. The yield is 0.939. (4) The reactants are [NH2:1][C:2]1[N:6]([CH3:7])[C:5](=[O:8])[C:4]([C:18]2[CH:23]=[CH:22][CH:21]=[C:20]([Br:24])[CH:19]=2)([C:9]2[CH:13]=[C:12]([C:14](=[O:17])[CH2:15][CH3:16])[NH:11][CH:10]=2)[N:3]=1.C([O-])([O-])=O.[Cs+].[Cs+].I[CH2:32][CH2:33][CH3:34]. The catalyst is CN(C=O)C. The product is [NH2:1][C:2]1[N:6]([CH3:7])[C:5](=[O:8])[C:4]([C:18]2[CH:23]=[CH:22][CH:21]=[C:20]([Br:24])[CH:19]=2)([C:9]2[CH:13]=[C:12]([C:14](=[O:17])[CH2:15][CH3:16])[N:11]([CH2:32][CH2:33][CH3:34])[CH:10]=2)[N:3]=1. The yield is 0.720. (5) The reactants are [CH3:1][S:2]([N:5]1[CH2:8][CH:7]([C:9]([C:11]2[CH:16]=[CH:15][CH:14]=[CH:13][CH:12]=2)=[O:10])[CH2:6]1)(=[O:4])=[O:3].[BH4-].[Na+]. The catalyst is CO.O1CCCC1. The product is [CH3:1][S:2]([N:5]1[CH2:8][CH:7]([CH:9]([C:11]2[CH:16]=[CH:15][CH:14]=[CH:13][CH:12]=2)[OH:10])[CH2:6]1)(=[O:4])=[O:3]. The yield is 0.990. (6) The product is [NH2:15][C:8]1[C:9]([C:11]([F:12])([F:13])[F:14])=[CH:10][C:5]([C:1]([CH3:2])([CH3:3])[CH3:4])=[C:6]([OH:18])[CH:7]=1. The yield is 0.520. The catalyst is CCO.[Pd]. The reactants are [C:1]([C:5]1[CH:10]=[C:9]([C:11]([F:14])([F:13])[F:12])[C:8]([N+:15]([O-])=O)=[CH:7][C:6]=1[O:18]CC1C=CC=CC=1)([CH3:4])([CH3:3])[CH3:2].C([O-])=O.[NH4+]. (7) The reactants are [S:1]1[CH:5]=[CH:4][CH:3]=[C:2]1[CH2:6][CH2:7][NH2:8].[CH:9]([C:12]1[CH:19]=[CH:18][CH:17]=[CH:16][C:13]=1[CH:14]=O)([CH3:11])[CH3:10].O.CC(=O)OCC.CCCCCC. The catalyst is C1(C)C=CC=CC=1. The product is [CH:9]([C:12]1[CH:19]=[CH:18][CH:17]=[CH:16][C:13]=1[CH:14]1[C:3]2[CH:4]=[CH:5][S:1][C:2]=2[CH2:6][CH2:7][NH:8]1)([CH3:11])[CH3:10]. The yield is 0.640. (8) The catalyst is C(O)C.[Pd]. The product is [O:12]1[C:8]2[CH:7]=[CH:6][C:5]([O:4][C:3]3[CH:14]=[CH:15][C:16]([NH2:18])=[CH:17][C:2]=3[CH3:1])=[CH:13][C:9]=2[N:10]=[CH:11]1. The reactants are [CH3:1][C:2]1[CH:17]=[C:16]([N+:18]([O-])=O)[CH:15]=[CH:14][C:3]=1[O:4][C:5]1[CH:6]=[CH:7][C:8]2[O:12][CH:11]=[N:10][C:9]=2[CH:13]=1. The yield is 0.550.